This data is from Full USPTO retrosynthesis dataset with 1.9M reactions from patents (1976-2016). The task is: Predict the reactants needed to synthesize the given product. (1) Given the product [CH2:26]([N:10]1[C:9]2[N:8]=[C:7]([CH2:6][C:5]3[CH:4]=[CH:3][C:2]([NH:1][S:39]([C:36]4[CH:37]=[CH:38][C:33]([Cl:32])=[CH:34][CH:35]=4)(=[O:41])=[O:40])=[CH:31][CH:30]=3)[NH:15][C:14]=2[C:13](=[O:16])[N:12]([CH2:17][C:18]2[CH:23]=[CH:22][CH:21]=[CH:20][C:19]=2[F:24])[C:11]1=[O:25])[CH2:27][CH2:28][CH3:29], predict the reactants needed to synthesize it. The reactants are: [NH2:1][C:2]1[CH:31]=[CH:30][C:5]([CH2:6][C:7]2[NH:15][C:14]3[C:13](=[O:16])[N:12]([CH2:17][C:18]4[CH:23]=[CH:22][CH:21]=[CH:20][C:19]=4[F:24])[C:11](=[O:25])[N:10]([CH2:26][CH2:27][CH2:28][CH3:29])[C:9]=3[N:8]=2)=[CH:4][CH:3]=1.[Cl:32][C:33]1[CH:38]=[CH:37][C:36]([S:39](Cl)(=[O:41])=[O:40])=[CH:35][CH:34]=1. (2) Given the product [CH3:17][C:16]1[C:13]([CH2:12][C:3]2[CH:4]=[CH:5][CH:6]=[C:7]([C:8]([F:9])([F:10])[F:11])[C:2]=2[CH3:1])=[C:14]([NH2:15])[NH:21][N:20]=1, predict the reactants needed to synthesize it. The reactants are: [CH3:1][C:2]1[C:7]([C:8]([F:11])([F:10])[F:9])=[CH:6][CH:5]=[CH:4][C:3]=1[CH2:12][CH:13]([C:16](=O)[CH3:17])[C:14]#[N:15].O.[NH2:20][NH2:21]. (3) Given the product [CH3:1][N:2]1[CH2:8][CH2:7][CH2:6][N:5]([C:9]2[CH:14]=[CH:13][C:12]([NH2:15])=[C:11]([O:18][CH3:19])[CH:10]=2)[CH2:4][CH2:3]1, predict the reactants needed to synthesize it. The reactants are: [CH3:1][N:2]1[CH2:8][CH2:7][CH2:6][N:5]([C:9]2[CH:14]=[CH:13][C:12]([N+:15]([O-])=O)=[C:11]([O:18][CH3:19])[CH:10]=2)[CH2:4][CH2:3]1. (4) Given the product [NH:3]1[C:11]2[C:6](=[CH:7][CH:8]=[CH:9][CH:10]=2)[C:5]([CH:12]2[CH2:17][CH2:16][CH:15]([NH:18][CH:19]([CH:23]3[CH2:24][CH2:25][N:26]([C:35](=[O:36])/[CH:34]=[CH:33]/[C:32]4[CH:38]=[CH:39][CH:40]=[C:30]([F:29])[CH:31]=4)[CH2:27][CH2:28]3)[C:20]([NH2:22])=[O:21])[CH2:14][CH2:13]2)=[CH:4]1, predict the reactants needed to synthesize it. The reactants are: Cl.Cl.[NH:3]1[C:11]2[C:6](=[CH:7][CH:8]=[CH:9][CH:10]=2)[C:5]([CH:12]2[CH2:17][CH2:16][CH:15]([NH:18][CH:19]([CH:23]3[CH2:28][CH2:27][NH:26][CH2:25][CH2:24]3)[C:20]([NH2:22])=[O:21])[CH2:14][CH2:13]2)=[CH:4]1.[F:29][C:30]1[CH:31]=[C:32]([CH:38]=[CH:39][CH:40]=1)/[CH:33]=[CH:34]/[C:35](O)=[O:36]. (5) Given the product [C:12]([O:16][C:17](=[O:42])[CH2:18][N:19]1[C:23]2[CH:24]=[CH:25][C:26]([N:28]([CH2:1][CH:2]=[CH:3][CH3:4])[S:29]([C:32]3[CH:33]=[CH:34][C:35]([F:38])=[CH:36][CH:37]=3)(=[O:30])=[O:31])=[CH:27][C:22]=2[N:21]=[C:20]1[CH2:39][CH2:40][CH3:41])([CH3:15])([CH3:14])[CH3:13], predict the reactants needed to synthesize it. The reactants are: [CH2:1](Br)[CH:2]=[CH:3][CH3:4].C([O-])([O-])=O.[K+].[K+].[C:12]([O:16][C:17](=[O:42])[CH2:18][N:19]1[C:23]2[CH:24]=[CH:25][C:26]([NH:28][S:29]([C:32]3[CH:37]=[CH:36][C:35]([F:38])=[CH:34][CH:33]=3)(=[O:31])=[O:30])=[CH:27][C:22]=2[N:21]=[C:20]1[CH2:39][CH2:40][CH3:41])([CH3:15])([CH3:14])[CH3:13]. (6) The reactants are: [CH2:1]([N:5]1[C:9](=[O:10])[C:8](Cl)=[C:7]([C:12]2[CH:17]=[CH:16][CH:15]=[CH:14][CH:13]=2)[S:6]1(=[O:19])=[O:18])[CH2:2][CH2:3][CH3:4].[N:20]1([C:26]2[CH:31]=[CH:30][C:29]([CH2:32][NH2:33])=[CH:28][CH:27]=2)[CH2:25][CH2:24][O:23][CH2:22][CH2:21]1. Given the product [CH2:1]([N:5]1[C:9](=[O:10])[C:8]([NH:33][CH2:32][C:29]2[CH:28]=[CH:27][C:26]([N:20]3[CH2:25][CH2:24][O:23][CH2:22][CH2:21]3)=[CH:31][CH:30]=2)=[C:7]([C:12]2[CH:17]=[CH:16][CH:15]=[CH:14][CH:13]=2)[S:6]1(=[O:19])=[O:18])[CH2:2][CH2:3][CH3:4], predict the reactants needed to synthesize it. (7) Given the product [Cl:1][C:2]1[CH:27]=[C:26]([F:28])[CH:25]=[CH:24][C:3]=1[O:4][C:5]1[CH:10]=[CH:9][CH:8]=[CH:7][C:6]=1[NH:11][S:12]([C:15]1[CH:23]=[CH:22][C:18]([C:19]([NH:37][CH2:36][CH2:35][N:29]2[CH2:34][CH2:33][CH2:32][CH2:31][CH2:30]2)=[O:20])=[CH:17][CH:16]=1)(=[O:13])=[O:14], predict the reactants needed to synthesize it. The reactants are: [Cl:1][C:2]1[CH:27]=[C:26]([F:28])[CH:25]=[CH:24][C:3]=1[O:4][C:5]1[CH:10]=[CH:9][CH:8]=[CH:7][C:6]=1[NH:11][S:12]([C:15]1[CH:23]=[CH:22][C:18]([C:19](O)=[O:20])=[CH:17][CH:16]=1)(=[O:14])=[O:13].[N:29]1([CH2:35][CH2:36][NH2:37])[CH2:34][CH2:33][CH2:32][CH2:31][CH2:30]1.